Dataset: Full USPTO retrosynthesis dataset with 1.9M reactions from patents (1976-2016). Task: Predict the reactants needed to synthesize the given product. (1) Given the product [CH3:20][O:19][C:17]1[C:16]([O:21][CH3:22])=[CH:15][C:14]2[N:10]([C:8]3[S:9][C:5]([C:3]([OH:2])=[O:4])=[C:6]([C:30]4[CH:31]=[CH:32][CH:33]=[C:28]([C:26](=[O:27])[N:25]([CH3:24])[CH3:37])[CH:29]=4)[N:7]=3)[CH:11]=[N:12][C:13]=2[CH:18]=1, predict the reactants needed to synthesize it. The reactants are: C[O:2][C:3]([C:5]1[S:9][C:8]([N:10]2[C:14]3[CH:15]=[C:16]([O:21][CH3:22])[C:17]([O:19][CH3:20])=[CH:18][C:13]=3[N:12]=[CH:11]2)=[N:7][C:6]=1Br)=[O:4].[CH3:24][N:25]([CH3:37])[C:26]([C:28]1[CH:29]=[C:30](B(O)O)[CH:31]=[CH:32][CH:33]=1)=[O:27]. (2) Given the product [O:17]1[CH:18]=[CH:19][N:20]=[C:16]1[C:6]1[CH:5]=[C:4]([CH:9]=[C:8]([O:10][CH2:11][CH2:12][CH2:13][CH:14]=[CH2:15])[CH:7]=1)[C:3]([OH:21])=[O:2], predict the reactants needed to synthesize it. The reactants are: C[O:2][C:3](=[O:21])[C:4]1[CH:9]=[C:8]([O:10][CH2:11][CH2:12][CH2:13][CH:14]=[CH2:15])[CH:7]=[C:6]([C:16]2[O:17][CH:18]=[CH:19][N:20]=2)[CH:5]=1.[OH-].[Na+]. (3) The reactants are: [O:1]=[C:2](O)[C@H:3]([C@@H:5]([C@@H:7]([CH2:9][OH:10])[OH:8])[OH:6])[OH:4].O=C[C@@H]([C@H]([C@@H]([C@@H](CO)O)O)O)O.O=C(O)[C@@H]([C@@H]([C@@H](CO)O)O)O.O=C[C@@H]([C@@H]([C@@H]([C@@H](CO)O)O)O)O.O=C[C@H]([C@@H]([C@@H]([C@@H](CO)O)O)O)O. Given the product [O:1]=[CH:2][C@@H:3]([C@@H:5]([C@@H:7]([CH2:9][OH:10])[OH:8])[OH:6])[OH:4], predict the reactants needed to synthesize it. (4) Given the product [F:49][C:48]([F:51])([F:50])[C:46]([O:52][CH2:19][CH2:18][CH2:17][N:14]1[C:15](=[O:16])[C:10]2[C:9]([CH2:30][C:32]3[CH:33]=[CH:34][C:35]([Cl:38])=[CH:36][CH:37]=3)=[C:8]([C:4]3[CH:5]=[CH:6][CH:7]=[C:2]([Cl:1])[CH:3]=3)[S:29][C:11]=2[N:12]([CH3:28])[C:13]1=[O:27])=[O:47], predict the reactants needed to synthesize it. The reactants are: [Cl:1][C:2]1[CH:3]=[C:4]([C:8]2[S:29][C:11]3[N:12]([CH3:28])[C:13](=[O:27])[N:14]([CH2:17][CH2:18][CH2:19]OC4CCCCO4)[C:15](=[O:16])[C:10]=3[C:9]=2[CH:30]([C:32]2[CH:37]=[CH:36][C:35]([Cl:38])=[CH:34][CH:33]=2)O)[CH:5]=[CH:6][CH:7]=1.C([SiH](CC)CC)C.[C:46]([OH:52])([C:48]([F:51])([F:50])[F:49])=[O:47]. (5) The reactants are: [F:1][S:2]([C:5]([C:8](C(F)=O)([F:10])[F:9])([F:7])[F:6])(=[O:4])=[O:3].[F-].[Cs+].[F:16][C:17]([F:25])([F:24])[C:18]1([F:23])[O:22][C:19]1(F)[F:20].C[O:27]CCOCCOC. Given the product [F:1][S:2]([C:5]([C:8]([O:22][C:18]([C:19]([F:20])=[O:27])([C:17]([F:25])([F:24])[F:16])[F:23])([F:9])[F:10])([F:6])[F:7])(=[O:3])=[O:4], predict the reactants needed to synthesize it. (6) Given the product [CH3:12][O:11][C:8]1[CH:9]=[CH:10][C:5]([C:3]2[N:23]=[C:24]([NH2:26])[S:25][C:2]=2[CH2:13][C:14]2[CH:19]=[CH:18][C:17]([N+:20]([O-:22])=[O:21])=[CH:16][CH:15]=2)=[CH:6][CH:7]=1, predict the reactants needed to synthesize it. The reactants are: Br[CH:2]([CH2:13][C:14]1[CH:19]=[CH:18][C:17]([N+:20]([O-:22])=[O:21])=[CH:16][CH:15]=1)[C:3]([C:5]1[CH:10]=[CH:9][C:8]([O:11][CH3:12])=[CH:7][CH:6]=1)=O.[NH2:23][C:24]([NH2:26])=[S:25].C([O-])(=O)C.[Na+].